From a dataset of Reaction yield outcomes from USPTO patents with 853,638 reactions. Predict the reaction yield, written as a fraction of the theoretical maximum amount of product (1.0 means a 100% yield; for example, 0.34 means a 34% yield). (1) The catalyst is ClCCl. The reactants are [NH:1]1[C:5]2=[N:6][CH:7]=[CH:8][CH:9]=[C:4]2[CH:3]=[CH:2]1.[Br:10][C:11]1[CH:19]=[CH:18][C:14]([C:15](Cl)=[O:16])=[CH:13][N:12]=1.[Cl-].[Cl-].[Cl-].[Al+3]. The yield is 0.110. The product is [Br:10][C:11]1[N:12]=[CH:13][C:14]([C:15]([C:3]2[C:4]3[C:5](=[N:6][CH:7]=[CH:8][CH:9]=3)[NH:1][CH:2]=2)=[O:16])=[CH:18][CH:19]=1. (2) The reactants are Cl[C:2]1[C:7]([C:8]([N:10]2[CH2:15][CH2:14][CH:13]([C:16]3[CH:21]=[CH:20][C:19]([F:22])=[CH:18][CH:17]=3)[CH2:12][CH2:11]2)=[O:9])=[CH:6][N:5]([CH3:23])[C:4](=[O:24])[C:3]=1[CH3:25].[F:26][C:27]1[CH:33]=[C:32]([F:34])[CH:31]=[CH:30][C:28]=1[NH2:29]. No catalyst specified. The product is [F:26][C:27]1[CH:33]=[C:32]([F:34])[CH:31]=[CH:30][C:28]=1[NH:29][C:2]1[C:7]([C:8]([N:10]2[CH2:15][CH2:14][CH:13]([C:16]3[CH:21]=[CH:20][C:19]([F:22])=[CH:18][CH:17]=3)[CH2:12][CH2:11]2)=[O:9])=[CH:6][N:5]([CH3:23])[C:4](=[O:24])[C:3]=1[CH3:25]. The yield is 0.640.